Dataset: Forward reaction prediction with 1.9M reactions from USPTO patents (1976-2016). Task: Predict the product of the given reaction. (1) The product is: [Cl:1][C:2]1[N:3]=[C:4]([C:20]2[CH:21]=[C:22]([CH2:26][C:27]#[N:28])[CH:23]=[CH:24][CH:25]=2)[C:5]2[CH:10]=[CH:9][NH:8][C:6]=2[N:7]=1. Given the reactants [Cl:1][C:2]1[N:3]=[C:4](Cl)[C:5]2[CH:10]=[CH:9][NH:8][C:6]=2[N:7]=1.CC1(C)C(C)(C)OB([C:20]2[CH:21]=[C:22]([CH2:26][C:27]#[N:28])[CH:23]=[CH:24][CH:25]=2)O1.C(=O)([O-])[O-].[Na+].[Na+], predict the reaction product. (2) Given the reactants [Br:1][C:2]1[CH:3]=[C:4]2[C:9](=[CH:10][C:11]=1[O:12]C(=O)C)[O:8][C:7](=[O:16])[CH:6]=[C:5]2[CH:17]=[N+:18]=[N-:19], predict the reaction product. The product is: [Br:1][C:2]1[CH:3]=[C:4]2[C:9](=[CH:10][C:11]=1[OH:12])[O:8][C:7](=[O:16])[CH:6]=[C:5]2[CH:17]=[N+:18]=[N-:19].